Dataset: Reaction yield outcomes from USPTO patents with 853,638 reactions. Task: Predict the reaction yield, written as a fraction of the theoretical maximum amount of product (1.0 means a 100% yield; for example, 0.34 means a 34% yield). (1) The reactants are [F:1][C:2]1[CH:7]=[CH:6][C:5]([CH2:8][C:9](=O)[CH3:10])=[C:4]([N+:12]([O-])=O)[CH:3]=1. The catalyst is [Zn].C(O)(=O)C. The product is [F:1][C:2]1[CH:3]=[C:4]2[C:5]([CH:8]=[C:9]([CH3:10])[NH:12]2)=[CH:6][CH:7]=1. The yield is 0.950. (2) The reactants are [CH2:1]([O:3][C:4](=[O:13])[CH2:5][C@H:6]1[CH2:11][CH2:10][C@H:9]([NH2:12])[CH2:8][CH2:7]1)[CH3:2].[C:14]([O:18][C:19](O[C:19]([O:18][C:14]([CH3:17])([CH3:16])[CH3:15])=[O:20])=[O:20])([CH3:17])([CH3:16])[CH3:15].C(N(CC)CC)C.O. The catalyst is ClCCl.CN(C)C1C=CN=CC=1. The product is [CH2:1]([O:3][C:4](=[O:13])[CH2:5][C@H:6]1[CH2:7][CH2:8][C@H:9]([NH:12][C:19]([O:18][C:14]([CH3:17])([CH3:16])[CH3:15])=[O:20])[CH2:10][CH2:11]1)[CH3:2]. The yield is 0.600.